Dataset: Full USPTO retrosynthesis dataset with 1.9M reactions from patents (1976-2016). Task: Predict the reactants needed to synthesize the given product. (1) Given the product [CH3:1][O:2][C:3]1[CH:4]=[CH:5][C:6]([NH:9][C:10]([CH:12]2[CH:17]([C:18]3[CH:19]=[CH:20][C:21]([CH3:24])=[CH:22][CH:23]=3)[CH2:16][C:15]([C:29]3[CH:30]=[CH:31][C:32]([O:35][CH2:36][CH2:37][CH2:38][C:39]([F:42])([F:41])[F:40])=[CH:33][CH:34]=3)([C:25]([F:26])([F:27])[F:28])[NH:14][C:13]2=[O:43])=[O:11])=[CH:7][CH:8]=1, predict the reactants needed to synthesize it. The reactants are: [CH3:1][O:2][C:3]1[CH:8]=[CH:7][C:6]([NH:9][C:10]([C:12]2[C:13](=[O:43])[NH:14][C@@:15]([C:29]3[CH:34]=[CH:33][C:32]([O:35][CH2:36][CH2:37][CH2:38][C:39]([F:42])([F:41])[F:40])=[CH:31][CH:30]=3)([C:25]([F:28])([F:27])[F:26])[CH2:16][C:17]=2[C:18]2[CH:23]=[CH:22][C:21]([CH3:24])=[CH:20][CH:19]=2)=[O:11])=[CH:5][CH:4]=1. (2) Given the product [CH2:1]([O:3][C:4](=[O:21])[C:5]([CH3:7])([CH:8]1[CH2:13][CH2:12][NH:11][CH2:10][CH2:9]1)[CH3:6])[CH3:2], predict the reactants needed to synthesize it. The reactants are: [CH2:1]([O:3][C:4](=[O:21])[C:5]([C:8]1[CH2:9][CH2:10][N:11](CC2C=CC=CC=2)[CH2:12][CH:13]=1)([CH3:7])[CH3:6])[CH3:2].